Dataset: Retrosynthesis with 50K atom-mapped reactions and 10 reaction types from USPTO. Task: Predict the reactants needed to synthesize the given product. (1) Given the product CC(=O)OCC(=O)Nc1nc2c(Cl)cccc2s1, predict the reactants needed to synthesize it. The reactants are: CC(=O)OCC(=O)Cl.Nc1nc2c(Cl)cccc2s1. (2) Given the product COC(=O)[C@H](Cc1ccc(OCC(C)(C)c2ccc3c(n2)NCCC3)cc1)NC(=O)c1c(Cl)cccc1Cl, predict the reactants needed to synthesize it. The reactants are: COC(=O)[C@H](Cc1ccc(OCC(C)(C)c2ccc3c(n2)N(C(=O)OC(C)(C)C)CCC3)cc1)NC(=O)c1c(Cl)cccc1Cl. (3) Given the product OCc1cc(I)ccc1F, predict the reactants needed to synthesize it. The reactants are: O=Cc1cc(I)ccc1F.